Dataset: Catalyst prediction with 721,799 reactions and 888 catalyst types from USPTO. Task: Predict which catalyst facilitates the given reaction. (1) Reactant: [CH3:1][C:2]([C:5]1[CH:10]=[C:9]([CH2:11]O)[CH:8]=[CH:7][C:6]=1[C:13]1[CH:18]=[CH:17][CH:16]=[C:15]([O:19][CH3:20])[CH:14]=1)([CH3:4])[CH3:3].S(Cl)([Cl:23])=O. Product: [Cl:23][CH2:11][C:9]1[CH:8]=[CH:7][C:6]([C:13]2[CH:18]=[CH:17][CH:16]=[C:15]([O:19][CH3:20])[CH:14]=2)=[C:5]([C:2]([CH3:4])([CH3:3])[CH3:1])[CH:10]=1. The catalyst class is: 2. (2) Reactant: [F:1][C:2]1[CH:10]=[CH:9][C:5]([C:6](Cl)=[O:7])=[CH:4][CH:3]=1.Cl.[F:12][C:13]1[CH:14]=[C:15]([C:19]2[N:23]=[C:22]([CH:24]3[CH2:29][CH2:28][CH2:27][NH:26][CH2:25]3)[O:21][N:20]=2)[CH:16]=[CH:17][CH:18]=1. Product: [F:1][C:2]1[CH:10]=[CH:9][C:5]([C:6]([N:26]2[CH2:27][CH2:28][CH2:29][CH:24]([C:22]3[O:21][N:20]=[C:19]([C:15]4[CH:16]=[CH:17][CH:18]=[C:13]([F:12])[CH:14]=4)[N:23]=3)[CH2:25]2)=[O:7])=[CH:4][CH:3]=1. The catalyst class is: 61. (3) Reactant: [Br:1][C:2]1[CH:3]=[CH:4][C:5]([F:10])=[C:6]([CH:9]=1)[CH:7]=[O:8].[OH-:11].[Na+].OO.Cl. Product: [Br:1][C:2]1[CH:3]=[CH:4][C:5]([F:10])=[C:6]([CH:9]=1)[C:7]([OH:11])=[O:8]. The catalyst class is: 5. (4) Reactant: [CH:1]1([N:5]2[CH2:11][CH2:10][C:9]3[CH:12]=[CH:13][C:14]([NH2:16])=[CH:15][C:8]=3[CH2:7][CH2:6]2)[CH2:4][CH2:3][CH2:2]1.Cl[C:18]1[N:23]=[CH:22][C:21]([N:24]2[CH2:28][CH2:27][CH2:26][C:25]2=[O:29])=[CH:20][CH:19]=1.CC(C)([O-])C.[Na+].C1(P(C2C=CC=CC=2)C2C=CC3C(=CC=CC=3)C=2C2C3C(=CC=CC=3)C=CC=2P(C2C=CC=CC=2)C2C=CC=CC=2)C=CC=CC=1. Product: [CH:1]1([N:5]2[CH2:11][CH2:10][C:9]3[CH:12]=[CH:13][C:14]([NH:16][C:18]4[N:23]=[CH:22][C:21]([N:24]5[CH2:28][CH2:27][CH2:26][C:25]5=[O:29])=[CH:20][CH:19]=4)=[CH:15][C:8]=3[CH2:7][CH2:6]2)[CH2:4][CH2:3][CH2:2]1. The catalyst class is: 169. (5) Reactant: [Cl:1][C:2]1[CH:3]=[C:4]2[C:8](=[CH:9][CH:10]=1)[N:7]([CH:11]1[CH2:16][CH2:15][CH2:14][CH2:13][O:12]1)[N:6]=[C:5]2[CH2:17]Cl.[C:19]1(=[O:29])[NH:23][C:22](=[O:24])[C:21]2=[CH:25][CH:26]=[CH:27][CH:28]=[C:20]12.[K].O. Product: [Cl:1][C:2]1[CH:3]=[C:4]2[C:8](=[CH:9][CH:10]=1)[N:7]([CH:11]1[CH2:16][CH2:15][CH2:14][CH2:13][O:12]1)[N:6]=[C:5]2[CH2:17][N:23]1[C:19](=[O:29])[C:20]2[C:21](=[CH:25][CH:26]=[CH:27][CH:28]=2)[C:22]1=[O:24]. The catalyst class is: 3.